From a dataset of Catalyst prediction with 721,799 reactions and 888 catalyst types from USPTO. Predict which catalyst facilitates the given reaction. Reactant: [OH:1][N:2]1[C:6](=[O:7])[CH2:5][CH2:4][C:3]1=[O:8].[CH:9]1[C:22]2[C:13](=[N:14][C:15]3[C:20]([C:21]=2[C:23]([O:25][C:26]2[C:31]([Br:32])=[CH:30][C:29]([CH2:33][CH2:34][C:35](O)=[O:36])=[CH:28][C:27]=2[Br:38])=[O:24])=[CH:19][CH:18]=[CH:17][CH:16]=3)[CH:12]=[CH:11][CH:10]=1.C1(N=C=NC2CCCCC2)CCCCC1. Product: [CH:19]1[C:20]2[C:15](=[N:14][C:13]3[C:22]([C:21]=2[C:23]([O:25][C:26]2[C:27]([Br:38])=[CH:28][C:29]([CH2:33][CH2:34][C:35]([O:1][N:2]4[C:6](=[O:7])[CH2:5][CH2:4][C:3]4=[O:8])=[O:36])=[CH:30][C:31]=2[Br:32])=[O:24])=[CH:9][CH:10]=[CH:11][CH:12]=3)[CH:16]=[CH:17][CH:18]=1. The catalyst class is: 3.